This data is from Forward reaction prediction with 1.9M reactions from USPTO patents (1976-2016). The task is: Predict the product of the given reaction. (1) Given the reactants [Br:1][C:2]1[CH:3]=[C:4]2[C:9](=[CH:10][CH:11]=1)[N:8]=[CH:7][NH:6][C:5]2=[O:12].Br[CH2:14][CH2:15][OH:16].C(=O)([O-])[O-].[K+].[K+], predict the reaction product. The product is: [Br:1][C:2]1[CH:3]=[C:4]2[C:9](=[CH:10][CH:11]=1)[N:8]=[CH:7][N:6]([CH2:14][CH2:15][OH:16])[C:5]2=[O:12]. (2) Given the reactants CC(OC(/N=N/C(OC(C)C)=O)=O)C.C1(P(C2C=CC=CC=2)C2C=CC=CC=2)C=CC=CC=1.[C:34]1([C:40]2[C:48]3[C:43](=[CH:44][CH:45]=[CH:46][CH:47]=3)[N:42]([S:49]([C:52]3[CH:57]=[CH:56][C:55]([CH3:58])=[CH:54][CH:53]=3)(=[O:51])=[O:50])[C:41]=2[CH:59](O)[CH3:60])[CH:39]=[CH:38][CH:37]=[CH:36][CH:35]=1.C1(P([N:76]=[N+:77]=[N-:78])(C2C=CC=CC=2)=O)C=CC=CC=1, predict the reaction product. The product is: [N:76]([CH:59]([C:41]1[N:42]([S:49]([C:52]2[CH:57]=[CH:56][C:55]([CH3:58])=[CH:54][CH:53]=2)(=[O:50])=[O:51])[C:43]2[C:48]([C:40]=1[C:34]1[CH:35]=[CH:36][CH:37]=[CH:38][CH:39]=1)=[CH:47][CH:46]=[CH:45][CH:44]=2)[CH3:60])=[N+:77]=[N-:78]. (3) Given the reactants Br[CH2:2]/[CH:3]=[CH:4]/[C:5]([NH:7][C:8]1[CH:9]=[C:10]2[C:15](=[CH:16][C:17]=1[O:18][CH3:19])[N:14]=[CH:13][N:12]=[C:11]2[NH:20][C:21]1[CH:22]=[C:23]2[C:27](=[CH:28][CH:29]=1)[N:26]([CH2:30][C:31]1[CH:36]=[CH:35][CH:34]=[C:33]([F:37])[CH:32]=1)[N:25]=[CH:24]2)=[O:6].CCN(C(C)C)C(C)C.[O:47]1[C@H:52]2[CH2:53][NH:54][CH2:55][C@H:51]2[O:50][CH2:49][CH2:48]1.O, predict the reaction product. The product is: [F:37][C:33]1[CH:32]=[C:31]([CH:36]=[CH:35][CH:34]=1)[CH2:30][N:26]1[C:27]2[C:23](=[CH:22][C:21]([NH:20][C:11]3[C:10]4[C:15](=[CH:16][C:17]([O:18][CH3:19])=[C:8]([NH:7][C:5](=[O:6])/[CH:4]=[CH:3]/[CH2:2][N:54]5[CH2:53][C@H:52]6[O:47][CH2:48][CH2:49][O:50][C@H:51]6[CH2:55]5)[CH:9]=4)[N:14]=[CH:13][N:12]=3)=[CH:29][CH:28]=2)[CH:24]=[N:25]1.